From a dataset of Peptide-MHC class I binding affinity with 185,985 pairs from IEDB/IMGT. Regression. Given a peptide amino acid sequence and an MHC pseudo amino acid sequence, predict their binding affinity value. This is MHC class I binding data. (1) The peptide sequence is QSFLFWFLK. The MHC is HLA-A11:01 with pseudo-sequence HLA-A11:01. The binding affinity (normalized) is 1.00. (2) The peptide sequence is KMFHGGLRY. The MHC is BoLA-D18.4 with pseudo-sequence BoLA-D18.4. The binding affinity (normalized) is 0.898. (3) The peptide sequence is PLTFGWCYKL. The MHC is HLA-A11:01 with pseudo-sequence HLA-A11:01. The binding affinity (normalized) is 0. (4) The peptide sequence is TAVPWNASW. The MHC is HLA-B15:01 with pseudo-sequence HLA-B15:01. The binding affinity (normalized) is 0.0919. (5) The peptide sequence is KLKSVGKAY. The MHC is HLA-A24:03 with pseudo-sequence HLA-A24:03. The binding affinity (normalized) is 0.0847. (6) The peptide sequence is AIIRILQQL. The MHC is HLA-A02:02 with pseudo-sequence HLA-A02:02. The binding affinity (normalized) is 0.509. (7) The peptide sequence is RVRAYTYSK. The MHC is HLA-A30:02 with pseudo-sequence HLA-A30:02. The binding affinity (normalized) is 0.238. (8) The peptide sequence is VSSVNMISRM. The MHC is Mamu-A02 with pseudo-sequence Mamu-A02. The binding affinity (normalized) is 0.878. (9) The peptide sequence is GQFDSMLAK. The MHC is HLA-A69:01 with pseudo-sequence HLA-A69:01. The binding affinity (normalized) is 0.0847. (10) The peptide sequence is GNSPVFNYNK. The MHC is HLA-A11:01 with pseudo-sequence HLA-A11:01. The binding affinity (normalized) is 0.608.